From a dataset of Full USPTO retrosynthesis dataset with 1.9M reactions from patents (1976-2016). Predict the reactants needed to synthesize the given product. (1) Given the product [C:39]([O:43][C:44]([N:15]1[CH2:16][CH2:17][CH2:18][C@H:13]([O:12][C:9]2[CH:10]=[C:11]3[C:6](=[CH:7][CH:8]=2)[C:5](=[O:19])[NH:4][CH:3]=[C:2]3[CH3:1])[CH2:14]1)=[O:45])([CH3:42])([CH3:41])[CH3:40], predict the reactants needed to synthesize it. The reactants are: [CH3:1][C:2]1[C:11]2[C:6](=[CH:7][CH:8]=[C:9]([O:12][C@H:13]3[CH2:18][CH2:17][CH2:16][NH:15][CH2:14]3)[CH:10]=2)[C:5](=[O:19])[NH:4][CH:3]=1.OC1C=C2C(=CC=1)C(=O)NC=C2C.C(=O)([O-])[O-].[K+].[K+].[C:39]([O:43][C:44](N1CCC[C@@H](OS(C)(=O)=O)C1)=[O:45])([CH3:42])([CH3:41])[CH3:40]. (2) Given the product [CH:11]([C:4]1[C:3]2[C:2]([B:14]([OH:16])[OH:15])=[CH:10][CH:9]=[CH:8][C:7]=2[NH:6][N:5]=1)([CH3:13])[CH3:12], predict the reactants needed to synthesize it. The reactants are: Br[C:2]1[CH:10]=[CH:9][CH:8]=[C:7]2[C:3]=1[C:4]([CH:11]([CH3:13])[CH3:12])=[N:5][NH:6]2.[BH:14]([OH:16])[OH:15].